Dataset: Forward reaction prediction with 1.9M reactions from USPTO patents (1976-2016). Task: Predict the product of the given reaction. (1) Given the reactants [N+:1]([C:4]1[CH:12]=[CH:11][C:7]([C:8]([OH:10])=O)=[CH:6][CH:5]=1)([O-:3])=[O:2].[NH:13]1[CH2:17][CH2:16][CH2:15][CH2:14]1.OC1C2N=NNC=2C=CC=1.CNC(N=C=NCC)CCNC.C(NC(C)C)(C)C, predict the reaction product. The product is: [N+:1]([C:4]1[CH:5]=[CH:6][C:7]([C:8]([N:13]2[CH2:17][CH2:16][CH2:15][CH2:14]2)=[O:10])=[CH:11][CH:12]=1)([O-:3])=[O:2]. (2) Given the reactants [C:1]([O:5][C:6]1[C:15]2[C:10](=[CH:11][CH:12]=[C:13]([C:16]([C:18]3[CH:23]=[CH:22][C:21]([Cl:24])=[CH:20][CH:19]=3)=[O:17])[CH:14]=2)[N:9]=[CH:8][N:7]=1)([CH3:4])([CH3:3])[CH3:2].Br[Mg][C:27]1[CH:32]=[CH:31][C:30]([Cl:33])=[CH:29][CH:28]=1, predict the reaction product. The product is: [C:1]([O:5][C:6]1[C:15]2[C:10](=[CH:11][CH:12]=[C:13]([C:16]([C:27]3[CH:32]=[CH:31][C:30]([Cl:33])=[CH:29][CH:28]=3)([C:18]3[CH:19]=[CH:20][C:21]([Cl:24])=[CH:22][CH:23]=3)[OH:17])[CH:14]=2)[N:9]=[CH:8][N:7]=1)([CH3:4])([CH3:2])[CH3:3]. (3) Given the reactants Cl[C:2]1[CH:9]=[CH:8][C:5]([C:6]#[N:7])=[CH:4][N:3]=1.[C:10]([OH:14])(C)(C)C.C(N(CC)CC)C.[OH2:22], predict the reaction product. The product is: [C:6]([C:5]1[CH:8]=[CH:9][C:2]([C:10]([OH:14])=[O:22])=[N:3][CH:4]=1)#[N:7]. (4) Given the reactants [OH-].[Na+].[Br:3][C:4]1[CH:11]=[CH:10][C:7]([CH2:8][OH:9])=[CH:6][CH:5]=1.I[CH2:13][CH3:14].Cl, predict the reaction product. The product is: [Br:3][C:4]1[CH:11]=[CH:10][C:7]([CH2:8][O:9][CH2:13][CH3:14])=[CH:6][CH:5]=1. (5) The product is: [C:1]([O:5][C:6]([NH:8][C:9]1[C:14]([F:15])=[C:13]([C:16]2([Cl:43])[CH:21]=[CH:20][CH:19]=[C:18]([F:23])[CH2:17]2)[N:12]=[C:11]([C:24]([O:26][CH3:27])=[O:25])[C:10]=1[Cl:28])=[O:7])([CH3:4])([CH3:3])[CH3:2]. Given the reactants [C:1]([O:5][C:6]([N:8](C(OC(C)(C)C)=O)[C:9]1[C:14]([F:15])=[C:13]([C:16]2[CH:21]=[CH:20][C:19](Cl)=[C:18]([F:23])[CH:17]=2)[N:12]=[C:11]([C:24]([O:26][CH3:27])=[O:25])[C:10]=1[Cl:28])=[O:7])([CH3:4])([CH3:3])[CH3:2].FC(F)(F)C(O)=O.[Cl:43]C(Cl)C, predict the reaction product. (6) Given the reactants CO[CH:3](OC)[CH2:4][N:5]([C:18]1[CH:23]=[CH:22][C:21]([O:24][C:25]([F:28])([F:27])[F:26])=[CH:20][CH:19]=1)[C:6]([NH:8][C:9]1[CH:14]=[CH:13][C:12]([N+:15]([O-:17])=[O:16])=[CH:11][CH:10]=1)=[O:7], predict the reaction product. The product is: [N+:15]([C:12]1[CH:13]=[CH:14][C:9]([N:8]2[CH:3]=[CH:4][N:5]([C:18]3[CH:19]=[CH:20][C:21]([O:24][C:25]([F:26])([F:27])[F:28])=[CH:22][CH:23]=3)[C:6]2=[O:7])=[CH:10][CH:11]=1)([O-:17])=[O:16].